From a dataset of Peptide-MHC class I binding affinity with 185,985 pairs from IEDB/IMGT. Regression. Given a peptide amino acid sequence and an MHC pseudo amino acid sequence, predict their binding affinity value. This is MHC class I binding data. (1) The peptide sequence is DVLPFDIKY. The MHC is HLA-A31:01 with pseudo-sequence HLA-A31:01. The binding affinity (normalized) is 0. (2) The peptide sequence is THYSGNIVH. The MHC is HLA-B15:01 with pseudo-sequence HLA-B15:01. The binding affinity (normalized) is 0.0847. (3) The peptide sequence is MEIYIWDHD. The MHC is HLA-B07:02 with pseudo-sequence HLA-B07:02. The binding affinity (normalized) is 0.0847. (4) The peptide sequence is GARVIWMDA. The MHC is HLA-A68:01 with pseudo-sequence HLA-A68:01. The binding affinity (normalized) is 0. (5) The peptide sequence is SIYRYYGL. The MHC is H-2-Kb with pseudo-sequence H-2-Kb. The binding affinity (normalized) is 0.991.